This data is from hERG potassium channel inhibition data for cardiac toxicity prediction from Karim et al.. The task is: Regression/Classification. Given a drug SMILES string, predict its toxicity properties. Task type varies by dataset: regression for continuous values (e.g., LD50, hERG inhibition percentage) or binary classification for toxic/non-toxic outcomes (e.g., AMES mutagenicity, cardiotoxicity, hepatotoxicity). Dataset: herg_karim. (1) The drug is O=C1NCCN1CC[NH+]1CCC(c2cn(-c3ccccc3)c3ccc(Cl)cc23)CC1. The result is 0 (non-blocker). (2) The molecule is Cc1ncoc1-c1nnc(SCCCN2CC[C@]3(C[C@H]3c3ccccc3C(F)(F)F)C2)n1C. The result is 1 (blocker). (3) The molecule is CC(C)(C)CN(C(=O)c1cccc(Cl)c1Cl)C1CCNC1. The result is 0 (non-blocker). (4) The result is 1 (blocker). The drug is CN1CCN(Cc2ccc3c(c2)Cc2c(-c4csc(C#CCOc5ccc(Cl)cc5)c4)n[nH]c2-3)CC1. (5) The compound is C=CCc1ccccc1OC(C)C1=NCCN1. The result is 0 (non-blocker). (6) The drug is N[C@H]1CN(c2ccc(-n3ccc(OCc4ccccc4)cc3=O)cn2)C[C@@H]1c1cc(F)ccc1F. The result is 1 (blocker). (7) The drug is N/C1=N\C(=O)[C@@H]2CCCN2c2ccc(cc2)OC/C=C/CNCC(=O)Nc2c(Cl)cc(cc2Cl)CN1. The result is 0 (non-blocker). (8) The result is 1 (blocker). The drug is Cc1nc2n(c(=O)c1CCN1CCN(c3cccc4sccc34)CC1)CCCC2(F)F.Cl.